From a dataset of Peptide-MHC class II binding affinity with 134,281 pairs from IEDB. Regression. Given a peptide amino acid sequence and an MHC pseudo amino acid sequence, predict their binding affinity value. This is MHC class II binding data. (1) The peptide sequence is AFKIGLHTEFQTVSF. The MHC is H-2-IAb with pseudo-sequence H-2-IAb. The binding affinity (normalized) is 0. (2) The peptide sequence is EKKYFAATQFNPLAA. The MHC is HLA-DQA10401-DQB10402 with pseudo-sequence HLA-DQA10401-DQB10402. The binding affinity (normalized) is 0.156. (3) The peptide sequence is IFKISKTVSEGAVDI. The MHC is HLA-DPA10301-DPB10402 with pseudo-sequence HLA-DPA10301-DPB10402. The binding affinity (normalized) is 0. (4) The peptide sequence is YDKFTANVSTVLTGK. The MHC is DRB1_0802 with pseudo-sequence DRB1_0802. The binding affinity (normalized) is 0.310. (5) The peptide sequence is THYGSLPQKSQHGR. The MHC is H-2-IEd with pseudo-sequence H-2-IEd. The binding affinity (normalized) is 0. (6) The peptide sequence is NCARKVFNDIKRGRI. The MHC is DRB1_0101 with pseudo-sequence DRB1_0101. The binding affinity (normalized) is 0.489.